Dataset: Reaction yield outcomes from USPTO patents with 853,638 reactions. Task: Predict the reaction yield, written as a fraction of the theoretical maximum amount of product (1.0 means a 100% yield; for example, 0.34 means a 34% yield). (1) The reactants are [N+:1]([C:4]1[CH:18]=[CH:17][C:7]([CH2:8][C:9]2[O:10][C:11]([CH2:14][CH2:15][CH3:16])=[N:12][N:13]=2)=[CH:6][CH:5]=1)([O-])=O. The catalyst is [C].[Pd].O1CCCC1. The product is [CH2:14]([C:11]1[O:10][C:9]([CH2:8][C:7]2[CH:6]=[CH:5][C:4]([NH2:1])=[CH:18][CH:17]=2)=[N:13][N:12]=1)[CH2:15][CH3:16]. The yield is 0.550. (2) The reactants are [NH:1]1[C:5]2=[N:6][CH:7]=[CH:8][CH:9]=[C:4]2[CH:3]=[CH:2]1.[Cl:10][C:11]1[N:16]=[C:15]([O:17][CH3:18])[C:14]([CH:19]=[O:20])=[CH:13][CH:12]=1.CO.[OH-].[K+]. The catalyst is ClCCl. The product is [Cl:10][C:11]1[N:16]=[C:15]([O:17][CH3:18])[C:14]([CH:19]([C:3]2[C:4]3[C:5](=[N:6][CH:7]=[CH:8][CH:9]=3)[NH:1][CH:2]=2)[OH:20])=[CH:13][CH:12]=1. The yield is 0.550. (3) The reactants are Br[C:2]1[CH:3]=[CH:4][C:5]([N:8]2[Si](C)(C)CC[Si]2(C)C)=[N:6][CH:7]=1.C([Li])CCC.[CH2:22]([S:24]SCC)[CH3:23]. The catalyst is O1CCCC1. The product is [CH2:22]([S:24][C:2]1[CH:3]=[CH:4][C:5]([NH2:8])=[N:6][CH:7]=1)[CH3:23]. The yield is 0.630. (4) The reactants are [CH2:1]([O:3][C@H:4]([C:17]([O:19][CH2:20][CH3:21])=[O:18])[CH2:5][C:6]1[CH:16]=[CH:15][C:9]([O:10][CH2:11][C:12]([OH:14])=O)=[CH:8][CH:7]=1)[CH3:2].Cl.[F:23][C:24]1[CH:40]=[C:39]([F:41])[CH:38]=[CH:37][C:25]=1[CH2:26][NH:27][CH2:28][CH2:29][CH2:30][CH2:31][CH2:32][CH2:33][CH2:34][CH2:35][CH3:36].C(N(CC)C(C)C)(C)C.Cl.C(N=C=NCCCN(C)C)C. The catalyst is C(Cl)Cl.CN(C1C=CN=CC=1)C. The product is [F:23][C:24]1[CH:40]=[C:39]([F:41])[CH:38]=[CH:37][C:25]=1[CH2:26][N:27]([CH2:28][CH2:29][CH2:30][CH2:31][CH2:32][CH2:33][CH2:34][CH2:35][CH3:36])[C:12](=[O:14])[CH2:11][O:10][C:9]1[CH:8]=[CH:7][C:6]([CH2:5][C@H:4]([O:3][CH2:1][CH3:2])[C:17]([O:19][CH2:20][CH3:21])=[O:18])=[CH:16][CH:15]=1. The yield is 0.530. (5) The reactants are [C:1]1([C:7]2[N:8]([CH2:16][C:17]3[CH:25]=[CH:24][C:20]([C:21](O)=[O:22])=[CH:19][CH:18]=3)[C:9]3[C:14]([CH:15]=2)=[CH:13][CH:12]=[CH:11][CH:10]=3)[CH:6]=[CH:5][CH:4]=[CH:3][CH:2]=1.Cl.[NH2:27][OH:28].F[P-](F)(F)(F)(F)F.N1(O[P+](N(C)C)(N(C)C)N(C)C)C2C=CC=CC=2N=N1.C(N(CC)CC)C. The catalyst is N1C=CC=CC=1. The product is [OH:28][NH:27][C:21](=[O:22])[C:20]1[CH:24]=[CH:25][C:17]([CH2:16][N:8]2[C:9]3[C:14](=[CH:13][CH:12]=[CH:11][CH:10]=3)[CH:15]=[C:7]2[C:1]2[CH:2]=[CH:3][CH:4]=[CH:5][CH:6]=2)=[CH:18][CH:19]=1. The yield is 0.170. (6) The reactants are [CH2:1]([N:3]([CH:11]1[CH2:16][CH2:15][C:14]([C:17]2[C:25]3[C:20](=[CH:21][CH:22]=[C:23]([N+:26]([O-])=O)[CH:24]=3)[NH:19][CH:18]=2)=[CH:13][CH2:12]1)[C:4](=[O:10])[O:5][C:6]([CH3:9])([CH3:8])[CH3:7])[CH3:2]. The catalyst is N.CO.[Pd]. The product is [NH2:26][C:23]1[CH:24]=[C:25]2[C:20](=[CH:21][CH:22]=1)[NH:19][CH:18]=[C:17]2[CH:14]1[CH2:13][CH2:12][CH:11]([N:3]([CH2:1][CH3:2])[C:4](=[O:10])[O:5][C:6]([CH3:7])([CH3:8])[CH3:9])[CH2:16][CH2:15]1. The yield is 0.840.